From a dataset of Cav3 T-type calcium channel HTS with 100,875 compounds. Binary Classification. Given a drug SMILES string, predict its activity (active/inactive) in a high-throughput screening assay against a specified biological target. The drug is s1c(NC(=O)CCn2c3c(oc2=O)cccc3)nc(c1)C. The result is 0 (inactive).